Regression. Given a peptide amino acid sequence and an MHC pseudo amino acid sequence, predict their binding affinity value. This is MHC class I binding data. From a dataset of Peptide-MHC class I binding affinity with 185,985 pairs from IEDB/IMGT. (1) The peptide sequence is REWFMDLNL. The binding affinity (normalized) is 0.213. The MHC is HLA-B45:06 with pseudo-sequence HLA-B45:06. (2) The peptide sequence is KAKWLTPFEK. The MHC is HLA-A33:01 with pseudo-sequence HLA-A33:01. The binding affinity (normalized) is 0. (3) The peptide sequence is LCYALDLLY. The MHC is HLA-A23:01 with pseudo-sequence HLA-A23:01. The binding affinity (normalized) is 0.352. (4) The peptide sequence is YFTFDLTAL. The MHC is HLA-A69:01 with pseudo-sequence HLA-A69:01. The binding affinity (normalized) is 0.0847. (5) The MHC is BoLA-AW10 with pseudo-sequence BoLA-AW10. The binding affinity (normalized) is 0.0641. The peptide sequence is YLRQRQAAL. (6) The peptide sequence is SLVWAPLILAYF. The MHC is HLA-A01:01 with pseudo-sequence HLA-A01:01. The binding affinity (normalized) is 0.0676. (7) The peptide sequence is FLRKNQRAL. The MHC is HLA-A03:01 with pseudo-sequence HLA-A03:01. The binding affinity (normalized) is 0.0847. (8) The peptide sequence is YLGHSAGFTA. The MHC is HLA-A02:06 with pseudo-sequence HLA-A02:06. The binding affinity (normalized) is 0.541.